Dataset: Catalyst prediction with 721,799 reactions and 888 catalyst types from USPTO. Task: Predict which catalyst facilitates the given reaction. (1) Product: [C:13](=[O:1])([OH:15])[O-:14].[CH2:2]([N+:9]([CH3:12])([CH3:11])[CH3:10])[C:3]1[CH:8]=[CH:7][CH:6]=[CH:5][CH:4]=1. The catalyst class is: 5. Reactant: [OH-:1].[CH2:2]([N+:9]([CH3:12])([CH3:11])[CH3:10])[C:3]1[CH:8]=[CH:7][CH:6]=[CH:5][CH:4]=1.[C:13](=[O:15])=[O:14]. (2) Reactant: [Br:1][C:2]1[CH:6]=[CH:5][NH:4][C:3]=1[C:7]([OH:9])=O.CN(C(ON1N=NC2C=CC=NC1=2)=[N+](C)C)C.F[P-](F)(F)(F)(F)F.CCN(C(C)C)C(C)C.[NH2:43][CH2:44][C:45]1[C:46]([F:62])=[C:47]([O:52][C:53]2[CH:54]=[C:55]([CH:58]=[C:59]([Cl:61])[CH:60]=2)[C:56]#[N:57])[C:48]([Cl:51])=[CH:49][CH:50]=1. Product: [Br:1][C:2]1[CH:6]=[CH:5][NH:4][C:3]=1[C:7]([NH:43][CH2:44][C:45]1[CH:50]=[CH:49][C:48]([Cl:51])=[C:47]([O:52][C:53]2[CH:54]=[C:55]([C:56]#[N:57])[CH:58]=[C:59]([Cl:61])[CH:60]=2)[C:46]=1[F:62])=[O:9]. The catalyst class is: 173.